Dataset: Reaction yield outcomes from USPTO patents with 853,638 reactions. Task: Predict the reaction yield, written as a fraction of the theoretical maximum amount of product (1.0 means a 100% yield; for example, 0.34 means a 34% yield). (1) The reactants are [NH2:1][C:2]1[C:6]2=[N:7][N:8]([C:12]3[CH:17]=[CH:16][C:15]([O:18][CH3:19])=[CH:14][CH:13]=3)[C:9](=[O:11])[CH:10]=[C:5]2[NH:4][N:3]=1.Cl[C:21]1[N:26]=[CH:25][CH:24]=[CH:23][N:22]=1. The catalyst is CN1CCCC1=O.CO. The product is [CH3:19][O:18][C:15]1[CH:16]=[CH:17][C:12]([N:8]2[C:9](=[O:11])[CH:10]=[C:5]3[NH:4][N:3]=[C:2]([NH:1][C:21]4[N:26]=[CH:25][CH:24]=[CH:23][N:22]=4)[C:6]3=[N:7]2)=[CH:13][CH:14]=1. The yield is 0.280. (2) The reactants are [C:1]([O:5][C:6]([NH:8][C:9]1[C:17]2[CH:16]([C:18]3[CH:23]=[CH:22][C:21]([N:24]4[CH2:29][CH2:28][N:27]([C:30]([O:32][C:33]([CH3:36])([CH3:35])[CH3:34])=[O:31])[CH2:26][CH2:25]4)=[CH:20][CH:19]=3)[C:15]([C:37]#[N:38])=[C:14]([C:39]3[CH:44]=[CH:43][C:42]([O:45][CH3:46])=[CH:41][C:40]=3[F:47])[NH:13][C:12]=2[NH:11][N:10]=1)=[O:7])([CH3:4])([CH3:3])[CH3:2]. The catalyst is ClCCl.[O-2].[Mn+2]. The product is [C:1]([O:5][C:6]([NH:8][C:9]1[C:17]2[C:12](=[N:13][C:14]([C:39]3[CH:44]=[CH:43][C:42]([O:45][CH3:46])=[CH:41][C:40]=3[F:47])=[C:15]([C:37]#[N:38])[C:16]=2[C:18]2[CH:19]=[CH:20][C:21]([N:24]3[CH2:29][CH2:28][N:27]([C:30]([O:32][C:33]([CH3:36])([CH3:35])[CH3:34])=[O:31])[CH2:26][CH2:25]3)=[CH:22][CH:23]=2)[NH:11][N:10]=1)=[O:7])([CH3:2])([CH3:3])[CH3:4]. The yield is 0.970. (3) The reactants are C([O-])([O-])=O.[K+].[K+].F[C:8]1[CH:13]=[CH:12][C:11]([N+:14]([O-:16])=[O:15])=[CH:10][CH:9]=1.[NH:17]1[CH:21]=[CH:20][N:19]=[C:18]1[CH:22]=[O:23].O. The catalyst is CN(C=O)C. The product is [N+:14]([C:11]1[CH:12]=[CH:13][C:8]([N:17]2[CH:21]=[CH:20][N:19]=[C:18]2[CH:22]=[O:23])=[CH:9][CH:10]=1)([O-:16])=[O:15]. The yield is 0.740. (4) The reactants are [C:1]([Si:5]([CH3:12])([CH3:11])[O:6][CH2:7][C@@H:8]1[CH2:10][O:9]1)([CH3:4])([CH3:3])[CH3:2].[NH2:13][C:14]1[CH:15]=[CH:16][C:17]2[O:22][CH2:21][C:20](=[O:23])[NH:19][C:18]=2[CH:24]=1. The catalyst is CC#N. The product is [C:1]([Si:5]([CH3:12])([CH3:11])[O:6][CH2:7][C@@H:8]([OH:9])[CH2:10][NH:13][C:14]1[CH:15]=[CH:16][C:17]2[O:22][CH2:21][C:20](=[O:23])[NH:19][C:18]=2[CH:24]=1)([CH3:4])([CH3:3])[CH3:2]. The yield is 0.660. (5) The reactants are [CH:1]([C:4]1[C:13]2[CH:12]=[C:11]([NH:14][C:15]3[CH:25]=[CH:24][C:18]([C:19]([O:21][CH2:22][CH3:23])=[O:20])=[CH:17][CH:16]=3)[C:10]([O:26][CH2:27][CH2:28][CH3:29])=[CH:9][C:8]=2[C:7]([CH3:31])([CH3:30])[CH2:6][CH:5]=1)([CH3:3])[CH3:2].[CH:32](=O)[CH3:33]. No catalyst specified. The product is [CH2:32]([N:14]([C:11]1[C:10]([O:26][CH2:27][CH2:28][CH3:29])=[CH:9][C:8]2[C:7]([CH3:31])([CH3:30])[CH2:6][CH:5]=[C:4]([CH:1]([CH3:3])[CH3:2])[C:13]=2[CH:12]=1)[C:15]1[CH:16]=[CH:17][C:18]([C:19]([O:21][CH2:22][CH3:23])=[O:20])=[CH:24][CH:25]=1)[CH3:33]. The yield is 0.700. (6) The reactants are [Br:1][C:2]1[CH:3]=[CH:4][C:5]([N+:9]([O-:11])=[O:10])=[C:6]([CH:8]=1)[NH2:7].[H-].[Na+].[CH3:14][C:15]([O:18][C:19](O[C:19]([O:18][C:15]([CH3:17])([CH3:16])[CH3:14])=[O:20])=[O:20])([CH3:17])[CH3:16]. The catalyst is CN(C=O)C. The product is [Br:1][C:2]1[CH:3]=[CH:4][C:5]([N+:9]([O-:11])=[O:10])=[C:6]([NH:7][C:19](=[O:20])[O:18][C:15]([CH3:17])([CH3:16])[CH3:14])[CH:8]=1. The yield is 0.520.